Dataset: Cav3 T-type calcium channel HTS with 100,875 compounds. Task: Binary Classification. Given a drug SMILES string, predict its activity (active/inactive) in a high-throughput screening assay against a specified biological target. (1) The molecule is S(=O)(=O)(NC(C(N1CCN(CC1)c1c(OC)cccc1)c1sccc1)C)c1ccccc1. The result is 0 (inactive). (2) The molecule is o1c(NCc2occc2)c(nc1COc1c(OC)cccc1)C#N. The result is 0 (inactive). (3) The compound is O=C(NCc1cccnc1)c1nnn(CCc2ccccc2)c1. The result is 0 (inactive).